This data is from Forward reaction prediction with 1.9M reactions from USPTO patents (1976-2016). The task is: Predict the product of the given reaction. (1) The product is: [S:9](=[O:26])(=[O:25])([O:10][CH2:11][CH2:12][NH:13][S:14]([NH2:17])(=[O:15])=[O:16])[NH2:8]. Given the reactants C(OC([NH:8][S:9](=[O:26])(=[O:25])[O:10][CH2:11][CH2:12][NH:13][S:14]([NH:17]C(OC(C)(C)C)=O)(=[O:16])=[O:15])=O)(C)(C)C.FC(F)(F)C(O)=O.ClCCl, predict the reaction product. (2) Given the reactants Cl[C:2]1[CH:3]=[C:4]([CH:33]=[CH:34][CH:35]=1)[C:5]([NH:7][CH2:8][C:9]1[CH:14]=[CH:13][C:12]([C:15]#[N:16])=[CH:11][C:10]=1[NH:17][CH2:18][C:19]1[CH:24]=[CH:23][CH:22]=[C:21]([C:25]([N:27]2[CH2:32][CH2:31][O:30][CH2:29][CH2:28]2)=[O:26])[CH:20]=1)=[O:6].[ClH:36].[NH2:37][OH:38], predict the reaction product. The product is: [Cl:36][C:2]1[CH:3]=[C:4]([CH:33]=[CH:34][CH:35]=1)[C:5]([NH:7][CH2:8][C:9]1[CH:14]=[CH:13][C:12]([C:15](=[NH:16])[NH:37][OH:38])=[CH:11][C:10]=1[NH:17][CH2:18][C:19]1[CH:24]=[CH:23][CH:22]=[C:21]([C:25]([N:27]2[CH2:32][CH2:31][O:30][CH2:29][CH2:28]2)=[O:26])[CH:20]=1)=[O:6].